From a dataset of Reaction yield outcomes from USPTO patents with 853,638 reactions. Predict the reaction yield, written as a fraction of the theoretical maximum amount of product (1.0 means a 100% yield; for example, 0.34 means a 34% yield). (1) The yield is 1.00. The catalyst is CO.Cl. The reactants are [CH:1]1([CH2:4][O:5][C:6]2[CH:7]=[C:8]([CH:13]=[C:14]([N:16]([CH2:21][CH2:22][N:23]3[CH2:28][CH2:27][O:26][CH2:25][CH2:24]3)[S:17]([CH3:20])(=[O:19])=[O:18])[CH:15]=2)[C:9]([O:11]C)=[O:10])[CH2:3][CH2:2]1.[OH-].[Na+]. The product is [CH:1]1([CH2:4][O:5][C:6]2[CH:7]=[C:8]([CH:13]=[C:14]([N:16]([CH2:21][CH2:22][N:23]3[CH2:24][CH2:25][O:26][CH2:27][CH2:28]3)[S:17]([CH3:20])(=[O:18])=[O:19])[CH:15]=2)[C:9]([OH:11])=[O:10])[CH2:3][CH2:2]1. (2) The reactants are C[Zn]C.Br[C:5]1[CH:6]=[C:7]([F:12])[C:8]([NH2:11])=[N:9][CH:10]=1.Cl[CH2:14]Cl. The catalyst is O1CCOCC1. The product is [F:12][C:7]1[C:8]([NH2:11])=[N:9][CH:10]=[C:5]([CH3:14])[CH:6]=1. The yield is 0.680.